The task is: Regression/Classification. Given a drug SMILES string, predict its absorption, distribution, metabolism, or excretion properties. Task type varies by dataset: regression for continuous measurements (e.g., permeability, clearance, half-life) or binary classification for categorical outcomes (e.g., BBB penetration, CYP inhibition). For this dataset (solubility_aqsoldb), we predict Y.. This data is from Aqueous solubility values for 9,982 compounds from the AqSolDB database. (1) The molecule is COc1ccc(NS(=O)(=O)c2ccc(N)cc2)nn1. The Y is -2.68 log mol/L. (2) The drug is CC(=O)O[C@@H]1C[C@H](C)CC[C@H]1C(C)C. The Y is -3.98 log mol/L. (3) The molecule is O=C(O)CN1C(=O)N(c2ccccc2)C(=O)C1Cc1ccccc1. The Y is -2.91 log mol/L. (4) The molecule is Oc1cc(Cl)ccc1Oc1ccc(Cl)cc1. The Y is -4.24 log mol/L.